Predict the reaction yield, written as a fraction of the theoretical maximum amount of product (1.0 means a 100% yield; for example, 0.34 means a 34% yield). From a dataset of Reaction yield outcomes from USPTO patents with 853,638 reactions. (1) The reactants are [CH3:1][C:2]([CH3:24])([CH2:5][CH2:6][CH2:7][CH2:8][CH2:9][CH2:10][CH:11]([OH:23])[CH2:12][CH2:13][CH2:14][CH2:15][CH2:16][CH2:17][C:18]([CH3:22])([CH3:21])[CH2:19][OH:20])[CH2:3][OH:4].Cl[O-].[Na+]. The catalyst is C(O)(=O)C. The product is [OH:4][CH2:3][C:2]([CH3:24])([CH3:1])[CH2:5][CH2:6][CH2:7][CH2:8][CH2:9][CH2:10][C:11](=[O:23])[CH2:12][CH2:13][CH2:14][CH2:15][CH2:16][CH2:17][C:18]([CH3:21])([CH3:22])[CH2:19][OH:20]. The yield is 0.350. (2) The reactants are [C:1]([C:3]1[CH:8]=[CH:7][C:6]([NH:9][C:10]([N:12]2[CH2:16][CH:15]([CH2:17][C:18]([CH3:21])([CH3:20])[CH3:19])[C:14]([C:24]3[CH:29]=[CH:28][C:27]([Cl:30])=[CH:26][C:25]=3[F:31])([C:22]#[N:23])[CH:13]2[C:32]2[CH:37]=[CH:36][CH:35]=[C:34]([Cl:38])[C:33]=2[F:39])=[O:11])=[CH:5][CH:4]=1)#[N:2].C([O-])([O-])=[O:41].[K+].[K+].OO. The catalyst is CS(C)=O.CCOC(C)=O. The product is [C:1]([C:3]1[CH:4]=[CH:5][C:6]([NH:9][C:10]([N:12]2[CH2:16][CH:15]([CH2:17][C:18]([CH3:21])([CH3:20])[CH3:19])[C:14]([C:24]3[CH:29]=[CH:28][C:27]([Cl:30])=[CH:26][C:25]=3[F:31])([C:22]#[N:23])[CH:13]2[C:32]2[CH:37]=[CH:36][CH:35]=[C:34]([Cl:38])[C:33]=2[F:39])=[O:11])=[CH:7][CH:8]=1)(=[O:41])[NH2:2]. The yield is 0.955.